Dataset: Full USPTO retrosynthesis dataset with 1.9M reactions from patents (1976-2016). Task: Predict the reactants needed to synthesize the given product. (1) Given the product [CH:31]1([N:22]2[CH2:23][C:24]([F:30])([F:29])[C:25](=[O:28])[N:26]([CH3:27])[C:20]3[CH:19]=[N:18][C:17]([NH:16][C:13]4[CH:14]=[CH:15][C:10]([C:9]([NH:8][CH:4]5[CH2:5][CH2:6][CH2:7][N:1]([CH3:40])[CH2:2][CH2:3]5)=[O:39])=[CH:11][C:12]=4[O:37][CH3:38])=[N:36][C:21]2=3)[CH2:35][CH2:34][CH2:33][CH2:32]1, predict the reactants needed to synthesize it. The reactants are: [NH:1]1[CH2:7][CH2:6][CH2:5][CH:4]([NH:8][C:9](=[O:39])[C:10]2[CH:15]=[CH:14][C:13]([NH:16][C:17]3[N:18]=[CH:19][C:20]4[N:26]([CH3:27])[C:25](=[O:28])[C:24]([F:30])([F:29])[CH2:23][N:22]([CH:31]5[CH2:35][CH2:34][CH2:33][CH2:32]5)[C:21]=4[N:36]=3)=[C:12]([O:37][CH3:38])[CH:11]=2)[CH2:3][CH2:2]1.[CH3:40]I. (2) Given the product [Cl:1][C:2]1[CH:7]=[CH:6][C:5]([CH:8]2[CH2:9][CH2:10][NH:11][CH2:12][CH2:13]2)=[CH:4][CH:3]=1, predict the reactants needed to synthesize it. The reactants are: [Cl:1][C:2]1[CH:7]=[CH:6][C:5]([CH:8]2[CH2:13][CH2:12][N:11](C(OC(C)(C)C)=O)[CH2:10][CH2:9]2)=[CH:4][CH:3]=1.FC(F)(F)C(O)=O. (3) Given the product [CH2:35]([C:37]1[CH:38]=[CH:39][C:40]([C:43]([N:45]=[C:46]=[S:47])=[O:44])=[CH:41][CH:42]=1)[CH3:36].[CH3:12][O:13][C:14]1[CH:15]=[C:16]2[C:21](=[CH:22][C:23]=1[O:24][CH3:25])[N:20]=[CH:19][CH:18]=[C:17]2[O:26][C:27]1[CH:33]=[CH:32][C:30]([NH:31][C:46]([NH:45][C:43](=[O:44])[C:40]2[CH:41]=[CH:42][C:37]([CH2:35][CH3:36])=[CH:38][CH:39]=2)=[S:47])=[C:29]([F:34])[CH:28]=1, predict the reactants needed to synthesize it. The reactants are: C(C1C=CC(C(Cl)=O)=CC=1)C.[CH3:12][O:13][C:14]1[CH:15]=[C:16]2[C:21](=[CH:22][C:23]=1[O:24][CH3:25])[N:20]=[CH:19][CH:18]=[C:17]2[O:26][C:27]1[CH:33]=[CH:32][C:30]([NH2:31])=[C:29]([F:34])[CH:28]=1.[CH2:35]([C:37]1[CH:42]=[CH:41][C:40]([C:43]([N:45]=[C:46]=[S:47])=[O:44])=[CH:39][CH:38]=1)[CH3:36]. (4) Given the product [CH3:1][C:2]1[S:3][CH:4]=[C:5]([C:7]([NH:9][C:10]2[CH:18]=[C:17]([C:33]3[CH:38]=[N:37][CH:36]=[C:35]([S:39]([NH:42][CH3:43])(=[O:40])=[O:41])[CH:34]=3)[CH:16]=[C:15]3[C:11]=2[CH:12]=[N:13][NH:14]3)=[O:8])[N:6]=1, predict the reactants needed to synthesize it. The reactants are: [CH3:1][C:2]1[S:3][CH:4]=[C:5]([C:7]([NH:9][C:10]2[CH:18]=[C:17]([Sn](C)(C)C)[CH:16]=[C:15]3[C:11]=2[CH:12]=[N:13][N:14]3S(C2C=CC=CC=2)(=O)=O)=[O:8])[N:6]=1.Br[C:33]1[CH:34]=[C:35]([S:39]([NH:42][CH3:43])(=[O:41])=[O:40])[CH:36]=[N:37][CH:38]=1. (5) Given the product [Cl:64][C:61]1[CH:60]=[CH:59][C:58]([O:57][CH:54]2[CH2:55][CH2:56][N:52]([CH2:51][CH:50]([OH:65])[CH2:49][O:48][C:43]3[CH:44]=[CH:45][CH:46]=[CH:47][C:42]=3[NH:41][C:6]([C:2]3[S:1][CH:5]=[CH:4][CH:3]=3)=[O:8])[CH2:53]2)=[CH:63][CH:62]=1, predict the reactants needed to synthesize it. The reactants are: [S:1]1[CH:5]=[CH:4][CH:3]=[C:2]1[C:6]([OH:8])=O.COC1C=C(CNC(NCC2C=CC(Cl)=CC=2)=S)C=C(I)C=1O.CCN(C(C)C)C(C)C.[NH2:41][C:42]1[CH:47]=[CH:46][CH:45]=[CH:44][C:43]=1[O:48][CH2:49][CH:50]([OH:65])[CH2:51][N:52]1[CH2:56][CH2:55][CH:54]([O:57][C:58]2[CH:63]=[CH:62][C:61]([Cl:64])=[CH:60][CH:59]=2)[CH2:53]1. (6) Given the product [NH2:1][C:2]1[N:11]=[C:10]([C:12]([N:14]2[CH2:22][C:21]3[C:16](=[CH:17][CH:18]=[CH:19][CH:20]=3)[CH2:15]2)=[O:13])[C:9]2[C:4](=[CH:5][CH:6]=[C:7]([C:23]3[CH:30]=[CH:29][CH:28]=[CH:27][C:24]=3[CH2:25][N:31]([CH2:35][CH2:36][OH:37])[CH2:32][CH2:33][OH:34])[CH:8]=2)[N:3]=1, predict the reactants needed to synthesize it. The reactants are: [NH2:1][C:2]1[N:11]=[C:10]([C:12]([N:14]2[CH2:22][C:21]3[C:16](=[CH:17][CH:18]=[CH:19][CH:20]=3)[CH2:15]2)=[O:13])[C:9]2[C:4](=[CH:5][CH:6]=[C:7]([C:23]3[CH:30]=[CH:29][CH:28]=[CH:27][C:24]=3[CH:25]=O)[CH:8]=2)[N:3]=1.[NH:31]([CH2:35][CH2:36][OH:37])[CH2:32][CH2:33][OH:34].C(O)(=O)C.C(O[BH-](OC(=O)C)OC(=O)C)(=O)C.[Na+]. (7) Given the product [NH2:1][C:4]1[CH:24]=[CH:23][C:22]([N:25]2[CH2:30][CH2:29][CH2:28][CH2:27][CH2:26]2)=[CH:21][C:5]=1[C:6]([NH:8][C:9]1[CH:10]=[N:11][C:12]([C:15]2[CH:16]=[CH:17][CH:18]=[CH:19][CH:20]=2)=[N:13][CH:14]=1)=[O:7], predict the reactants needed to synthesize it. The reactants are: [N+:1]([C:4]1[CH:24]=[CH:23][C:22]([N:25]2[CH2:30][CH2:29][CH2:28][CH2:27][CH2:26]2)=[CH:21][C:5]=1[C:6]([NH:8][C:9]1[CH:10]=[N:11][C:12]([C:15]2[CH:20]=[CH:19][CH:18]=[CH:17][CH:16]=2)=[N:13][CH:14]=1)=[O:7])([O-])=O.